This data is from Full USPTO retrosynthesis dataset with 1.9M reactions from patents (1976-2016). The task is: Predict the reactants needed to synthesize the given product. (1) Given the product [N:3]12[CH2:11][CH2:10][CH:7]([CH2:8][CH2:9]1)[N:6]([C:23]([C:14]1[C:15]3[CH2:22][CH2:21][CH2:20][CH2:19][CH2:18][CH2:17][C:16]=3[NH:12][N:13]=1)=[O:24])[CH2:5][CH2:4]2, predict the reactants needed to synthesize it. The reactants are: Cl.Cl.[N:3]12[CH2:11][CH2:10][CH:7]([CH2:8][CH2:9]1)[NH:6][CH2:5][CH2:4]2.[NH:12]1[C:16]2[CH2:17][CH2:18][CH2:19][CH2:20][CH2:21][CH2:22][C:15]=2[C:14]([C:23](O)=[O:24])=[N:13]1. (2) Given the product [C:8]([C:5]1[CH:6]=[CH:7][C:2]([I:1])=[CH:3][CH:4]=1)#[CH:9], predict the reactants needed to synthesize it. The reactants are: [I:1][C:2]1[CH:7]=[CH:6][C:5]([C:8]#[C:9][Si](C)(C)C)=[CH:4][CH:3]=1.C([O-])([O-])=O.[K+].[K+]. (3) Given the product [BrH:24].[Cl:1][C:2]1[C:11]2[N:12]=[C:23]([NH2:22])[N:13]([C@H:14]([C:16]3[CH:21]=[CH:20][CH:19]=[CH:18][CH:17]=3)[CH3:15])[C:10]=2[C:9]2[CH:8]=[CH:7][CH:6]=[CH:5][C:4]=2[N:3]=1, predict the reactants needed to synthesize it. The reactants are: [Cl:1][C:2]1[C:11]([NH2:12])=[C:10]([NH:13][C@H:14]([C:16]2[CH:21]=[CH:20][CH:19]=[CH:18][CH:17]=2)[CH3:15])[C:9]2[C:4](=[CH:5][CH:6]=[CH:7][CH:8]=2)[N:3]=1.[N:22]#[C:23][Br:24]. (4) Given the product [NH2:46][C:42]([CH3:43])([CH3:41])[C:44]#[C:45][C:16]1[CH:21]=[CH:20][C:19]([CH:22]2[CH2:27][CH2:26][CH2:25][CH:24]([NH:28][C@@H:29]([C:31]3[C:40]4[C:35](=[CH:36][CH:37]=[CH:38][CH:39]=4)[CH:34]=[CH:33][CH:32]=3)[CH3:30])[CH2:23]2)=[CH:18][CH:17]=1, predict the reactants needed to synthesize it. The reactants are: IC1C=CC(C2CCCC(=O)C2)=CC=1.I[C:16]1[CH:21]=[CH:20][C:19]([CH:22]2[CH2:27][CH2:26][CH2:25][CH:24]([NH:28][CH:29]([C:31]3[C:40]4[C:35](=[CH:36][CH:37]=[CH:38][CH:39]=4)[CH:34]=[CH:33][CH:32]=3)[CH3:30])[CH2:23]2)=[CH:18][CH:17]=1.[CH3:41][C:42]([NH2:46])([C:44]#[CH:45])[CH3:43]. (5) Given the product [CH3:19][O:18][C:15]1[CH:16]=[CH:17][C:12]([C@H:11]2[C@H:6]([O:5][CH2:4][CH2:3][CH2:2][O:1][C:53](=[O:54])[CH2:52][CH2:51][CH2:50][CH2:49][CH2:48][O:47][N+:44]([O-:46])=[O:45])[CH2:7][N:8]([C:37]([O:39][C:40]([CH3:43])([CH3:42])[CH3:41])=[O:38])[CH2:9][C@@H:10]2[O:20][CH2:21][C:22]2[CH:23]=[CH:24][C:25]3[O:30][CH2:29][CH2:28][N:27]([CH2:31][CH2:32][CH2:33][O:34][CH3:35])[C:26]=3[CH:36]=2)=[CH:13][CH:14]=1, predict the reactants needed to synthesize it. The reactants are: [OH:1][CH2:2][CH2:3][CH2:4][O:5][C@H:6]1[C@H:11]([C:12]2[CH:17]=[CH:16][C:15]([O:18][CH3:19])=[CH:14][CH:13]=2)[C@@H:10]([O:20][CH2:21][C:22]2[CH:23]=[CH:24][C:25]3[O:30][CH2:29][CH2:28][N:27]([CH2:31][CH2:32][CH2:33][O:34][CH3:35])[C:26]=3[CH:36]=2)[CH2:9][N:8]([C:37]([O:39][C:40]([CH3:43])([CH3:42])[CH3:41])=[O:38])[CH2:7]1.[N+:44]([O:47][CH2:48][CH2:49][CH2:50][CH2:51][CH2:52][C:53](OC1C(F)=C(F)C(F)=C(F)C=1F)=[O:54])([O-:46])=[O:45]. (6) The reactants are: [CH3:1][O:2][C:3]([CH:5]1[CH2:9][N:8]([C:10](OC(C)(C)C)=O)[CH2:7][N:6]1[C:17](=[O:27])[CH:18]([NH:22][C:23]([O:25][CH3:26])=[O:24])[CH:19]([CH3:21])[CH3:20])=[O:4].Cl.[C:29]1(B(O)O)[CH:34]=[CH:33]C=[CH:31][CH:30]=1.C(N(CC)CC)C. Given the product [CH3:1][O:2][C:3]([CH:5]1[CH2:9][N:8]([C:10]2[CH:33]=[CH:34][CH:29]=[CH:30][CH:31]=2)[CH2:7][N:6]1[C:17](=[O:27])[CH:18]([NH:22][C:23]([O:25][CH3:26])=[O:24])[CH:19]([CH3:20])[CH3:21])=[O:4], predict the reactants needed to synthesize it.